This data is from Peptide-MHC class I binding affinity with 185,985 pairs from IEDB/IMGT. The task is: Regression. Given a peptide amino acid sequence and an MHC pseudo amino acid sequence, predict their binding affinity value. This is MHC class I binding data. (1) The peptide sequence is RLLNAWVKV. The MHC is HLA-A02:11 with pseudo-sequence HLA-A02:11. The binding affinity (normalized) is 1.00. (2) The peptide sequence is TTAEFTVPK. The MHC is HLA-A03:01 with pseudo-sequence HLA-A03:01. The binding affinity (normalized) is 0.381. (3) The peptide sequence is LIKKSDAKR. The MHC is HLA-A68:01 with pseudo-sequence HLA-A68:01. The binding affinity (normalized) is 0.525. (4) The peptide sequence is FMYEGDTPL. The MHC is HLA-A32:15 with pseudo-sequence HLA-A32:15. The binding affinity (normalized) is 0.373. (5) The peptide sequence is VIRNEVNDT. The MHC is HLA-A02:01 with pseudo-sequence HLA-A02:01. The binding affinity (normalized) is 0. (6) The peptide sequence is HQKKNEISF. The MHC is HLA-A02:16 with pseudo-sequence HLA-A02:16. The binding affinity (normalized) is 0.0847. (7) The peptide sequence is RVYNNTARY. The MHC is HLA-B18:01 with pseudo-sequence HLA-B18:01. The binding affinity (normalized) is 0.0847. (8) The peptide sequence is PVTPVIPRV. The MHC is HLA-B46:01 with pseudo-sequence HLA-B46:01. The binding affinity (normalized) is 0.0847. (9) The binding affinity (normalized) is 0.642. The peptide sequence is STTEAILPEY. The MHC is HLA-A26:01 with pseudo-sequence HLA-A26:01. (10) The peptide sequence is EVRLATMLF. The MHC is HLA-B48:01 with pseudo-sequence HLA-B48:01. The binding affinity (normalized) is 0.0847.